Dataset: Forward reaction prediction with 1.9M reactions from USPTO patents (1976-2016). Task: Predict the product of the given reaction. (1) Given the reactants C(OC([N:11]1[CH2:18][C@@H:17]2[C@@:13]([NH:20][C:21]([O:23][C:24]([CH3:27])([CH3:26])[CH3:25])=[O:22])([CH2:14][CH2:15][C@@H:16]2[F:19])[CH2:12]1)=O)C1C=CC=CC=1.[H][H], predict the reaction product. The product is: [C:24]([O:23][C:21]([NH:20][C@@:13]12[CH2:14][CH2:15][C@H:16]([F:19])[C@@H:17]1[CH2:18][NH:11][CH2:12]2)=[O:22])([CH3:27])([CH3:25])[CH3:26]. (2) Given the reactants [H-].[Na+].[C:3]1([CH:9]2[O:14][C:13](=[O:15])[NH:12][CH2:11][CH2:10]2)[CH:8]=[CH:7][CH:6]=[CH:5][CH:4]=1.Br[CH2:17][C:18]1[CH:23]=[C:22]([C:24]([F:27])([F:26])[F:25])[CH:21]=[CH:20][C:19]=1[I:28].[NH4+].[Cl-], predict the reaction product. The product is: [I:28][C:19]1[CH:20]=[CH:21][C:22]([C:24]([F:25])([F:26])[F:27])=[CH:23][C:18]=1[CH2:17][N:12]1[CH2:11][CH2:10][CH:9]([C:3]2[CH:4]=[CH:5][CH:6]=[CH:7][CH:8]=2)[O:14][C:13]1=[O:15].